From a dataset of Catalyst prediction with 721,799 reactions and 888 catalyst types from USPTO. Predict which catalyst facilitates the given reaction. (1) Reactant: C[Si](C)(C)[C:3]#[C:4][C:5]1[CH2:19][C:8]2([CH2:11][N:10]([C:12]([O:14][C:15]([CH3:18])([CH3:17])[CH3:16])=[O:13])[CH2:9]2)[O:7][N:6]=1.O.[F-].C([N+](CCCC)(CCCC)CCCC)CCC. Product: [C:4]([C:5]1[CH2:19][C:8]2([CH2:11][N:10]([C:12]([O:14][C:15]([CH3:17])([CH3:16])[CH3:18])=[O:13])[CH2:9]2)[O:7][N:6]=1)#[CH:3]. The catalyst class is: 1. (2) Reactant: Cl.[Cl:2][C:3]1[C:8]2[N:9]([CH2:18][CH2:19][CH2:20][NH2:21])[C:10]3[CH:17]=[CH:16][CH:15]=[CH:14][C:11]=3[CH2:12][CH2:13][C:7]=2[CH:6]=[CH:5][CH:4]=1.C(N(CC)CC)C.[F:29][C:30]([F:43])([F:42])[O:31][C:32]1[CH:37]=[CH:36][C:35]([S:38](Cl)(=[O:40])=[O:39])=[CH:34][CH:33]=1. Product: [Cl:2][C:3]1[C:8]2[N:9]([CH2:18][CH2:19][CH2:20][NH:21][S:38]([C:35]3[CH:34]=[CH:33][C:32]([O:31][C:30]([F:29])([F:42])[F:43])=[CH:37][CH:36]=3)(=[O:40])=[O:39])[C:10]3[CH:17]=[CH:16][CH:15]=[CH:14][C:11]=3[CH2:12][CH2:13][C:7]=2[CH:6]=[CH:5][CH:4]=1. The catalyst class is: 3.